Dataset: Forward reaction prediction with 1.9M reactions from USPTO patents (1976-2016). Task: Predict the product of the given reaction. (1) Given the reactants [N:1]1([C:6]2[CH:18]=[CH:17][C:9]([O:10][CH:11]3[CH2:16][CH2:15][NH:14][CH2:13][CH2:12]3)=[CH:8][CH:7]=2)[CH:5]=[CH:4][N:3]=[CH:2]1.C(=O)C(C)C.C([Sn](Cl)(Cl)CCCC)CCC.[C:35]1([SiH3])[CH:40]=[CH:39][CH:38]=[CH:37]C=1, predict the reaction product. The product is: [CH:37]1([N:14]2[CH2:13][CH2:12][CH:11]([O:10][C:9]3[CH:8]=[CH:7][C:6]([N:1]4[CH:5]=[CH:4][N:3]=[CH:2]4)=[CH:18][CH:17]=3)[CH2:16][CH2:15]2)[CH2:38][CH2:39][CH2:40][CH2:35]1. (2) The product is: [CH3:1][C:2]1[CH:14]=[CH:13][C:12]2[NH:11][C:10]3[C:5]([C:4]=2[CH:3]=1)=[CH:6][CH:7]=[CH:8][CH:9]=3. Given the reactants [CH3:1][C:2]1[CH:3]=[C:4]2[C:12](=[CH:13][CH:14]=1)[NH:11][C:10]1[CH2:9][CH2:8][CH2:7][CH2:6][C:5]2=1, predict the reaction product.